From a dataset of Full USPTO retrosynthesis dataset with 1.9M reactions from patents (1976-2016). Predict the reactants needed to synthesize the given product. (1) The reactants are: C[O:2][C:3](=[O:24])[C:4]1[CH:9]=[C:8]([C:10]2[S:11][CH:12]=[C:13]([C:15]3[CH:20]=[CH:19][C:18]([Cl:21])=[C:17]([Cl:22])[CH:16]=3)[N:14]=2)[CH:7]=[CH:6][C:5]=1Br.[CH3:25][C:26]1[CH:31]=[C:30]([C:32]#[N:33])[CH:29]=[CH:28][C:27]=1B(O)O. Given the product [C:32]([C:30]1[CH:29]=[CH:28][C:27]([C:5]2[C:4]([C:3]([OH:2])=[O:24])=[CH:9][C:8]([C:10]3[S:11][CH:12]=[C:13]([C:15]4[CH:20]=[CH:19][C:18]([Cl:21])=[C:17]([Cl:22])[CH:16]=4)[N:14]=3)=[CH:7][CH:6]=2)=[C:26]([CH3:25])[CH:31]=1)#[N:33], predict the reactants needed to synthesize it. (2) Given the product [F:38][C:34]1([F:37])[CH2:33][CH2:32][CH:31]([CH2:30][C:23]2[N:9]3[C:10]([CH3:22])=[CH:11][C:12]([C:13]([NH:14][CH:15]4[CH2:20][CH2:19][O:18][CH2:17][CH2:16]4)=[O:21])=[C:7]([CH3:41])[C:8]3=[N:25][C:24]=2[C:26]([F:27])([F:29])[F:28])[CH2:36][CH2:35]1, predict the reactants needed to synthesize it. The reactants are: FC(F)(F)S(O[C:7]1[C:8]2[N:9]([C:23]([CH2:30][CH:31]3[CH2:36][CH2:35][C:34]([F:38])([F:37])[CH2:33][CH2:32]3)=[C:24]([C:26]([F:29])([F:28])[F:27])[N:25]=2)[C:10]([CH3:22])=[CH:11][C:12]=1[C:13](=[O:21])[NH:14][CH:15]1[CH2:20][CH2:19][O:18][CH2:17][CH2:16]1)(=O)=O.[CH3:41]B1OB(C)OB(C)O1.C(=O)([O-])[O-].[Na+].[Na+].C(=O)([O-])O.[Na+]. (3) Given the product [N+:10]([C:7]1[CH:6]=[CH:5][C:4]([C:2](=[O:3])/[CH:1]=[CH:20]/[C:19]2[CH:22]=[CH:23][C:16]([N+:13]([O-:15])=[O:14])=[CH:17][CH:18]=2)=[CH:9][CH:8]=1)([O-:12])=[O:11], predict the reactants needed to synthesize it. The reactants are: [CH3:1][C:2]([C:4]1[CH:9]=[CH:8][C:7]([N+:10]([O-:12])=[O:11])=[CH:6][CH:5]=1)=[O:3].[N+:13]([C:16]1[CH:23]=[CH:22][C:19]([CH:20]=O)=[CH:18][CH:17]=1)([O-:15])=[O:14]. (4) Given the product [Br:1][C:2]1[N:3]=[CH:4][C:5]([CH2:8][N:13]=[S:11]([CH3:14])([CH3:10])=[O:12])=[CH:6][CH:7]=1, predict the reactants needed to synthesize it. The reactants are: [Br:1][C:2]1[CH:7]=[CH:6][C:5]([CH2:8]Br)=[CH:4][N:3]=1.[CH3:10][S:11]([CH3:14])(=[NH:13])=[O:12].